Dataset: Catalyst prediction with 721,799 reactions and 888 catalyst types from USPTO. Task: Predict which catalyst facilitates the given reaction. (1) Reactant: [F:1][C:2]1[C:3]([C:20]2[N:24]([CH:25]3[CH2:30][CH2:29][O:28][CH2:27][CH2:26]3)[C:23]([CH3:31])=[N:22][CH:21]=2)=[N:4][C:5]([NH:8][C:9]2[CH:19]=[CH:18][C:12]([C:13]([O:15]CC)=[O:14])=[CH:11][CH:10]=2)=[N:6][CH:7]=1.[Li+:32].[OH-]. Product: [F:1][C:2]1[C:3]([C:20]2[N:24]([CH:25]3[CH2:26][CH2:27][O:28][CH2:29][CH2:30]3)[C:23]([CH3:31])=[N:22][CH:21]=2)=[N:4][C:5]([NH:8][C:9]2[CH:10]=[CH:11][C:12]([C:13]([O-:15])=[O:14])=[CH:18][CH:19]=2)=[N:6][CH:7]=1.[Li+:32]. The catalyst class is: 88. (2) Reactant: [C:12]([O:11][C:9](O[C:9]([O:11][C:12]([CH3:15])([CH3:14])[CH3:13])=[O:10])=[O:10])([CH3:15])([CH3:14])[CH3:13].[Cl:16][C:17]1[CH:18]=[C:19]([CH:22]=[CH:23][C:24]=1[CH3:25])[CH2:20][NH2:21]. Product: [C:12]([O:11][C:9](=[O:10])[NH:21][CH2:20][C:19]1[CH:22]=[CH:23][C:24]([CH3:25])=[C:17]([Cl:16])[CH:18]=1)([CH3:13])([CH3:14])[CH3:15]. The catalyst class is: 107. (3) Reactant: [C:1]1(=[O:7])O[C:4](=[O:5])[CH:3]=[CH:2]1.[CH3:8][NH:9][NH2:10]. Product: [CH3:8][N:9]1[C:4](=[O:5])[CH:3]=[CH:2][C:1](=[O:7])[NH:10]1. The catalyst class is: 15. (4) Reactant: [I-].[CH3:2][S+](C)(C)=O.[H-].[Na+].[Br:9][C:10]1[CH:15]=[CH:14][C:13](/[CH:16]=[CH:17]/[C:18]([O:20][CH2:21][CH3:22])=[O:19])=[CH:12][CH:11]=1. Product: [Br:9][C:10]1[CH:11]=[CH:12][C:13]([C@@H:16]2[CH2:2][C@H:17]2[C:18]([O:20][CH2:21][CH3:22])=[O:19])=[CH:14][CH:15]=1. The catalyst class is: 16. (5) Reactant: [F:1][C:2]1[CH:22]=[CH:21][C:5]([C:6]([NH:8][C:9]2[C:13]([CH2:14][CH2:15][CH3:16])=[N:12][N:11]([CH3:17])[C:10]=2[C:18]([NH2:20])=[O:19])=[O:7])=[CH:4][CH:3]=1.NC1C(CCC)=NN(C)C=1[C:33](N)=[O:34].C([N:38](CC)CC)C.[F:43][C:44]1[CH:52]=[CH:51][C:47](C([Cl:50])=O)=[CH:46][CH:45]=1. Product: [ClH:50].[F:43][C:44]1[CH:45]=[C:46]([NH:20][C:18]2[C:10]3[N:11]([CH3:17])[N:12]=[C:13]([CH2:14][CH2:15][CH3:16])[C:9]=3[N:8]=[C:6]([C:5]3[CH:21]=[CH:22][C:2]([F:1])=[CH:3][CH:4]=3)[N:38]=2)[CH:47]=[CH:51][C:52]=1[O:34][CH3:33].[F:1][C:2]1[CH:3]=[CH:4][C:5]([C:6]([NH:8][C:9]2[C:13]([CH2:14][CH2:15][CH3:16])=[N:12][N:11]([CH3:17])[C:10]=2[C:18]([NH2:20])=[O:19])=[O:7])=[CH:21][CH:22]=1. The catalyst class is: 4. (6) Reactant: C[SiH](C)C1C=CC=CC=1[SiH](C)C.[CH3:13][N:14]([CH3:25])[C:15](=O)[CH2:16][CH2:17][C:18]1[CH:23]=[CH:22][CH:21]=[CH:20][CH:19]=1. The catalyst class is: 11. Product: [CH3:13][N:14]([CH2:15][CH2:16][CH2:17][C:18]1[CH:23]=[CH:22][CH:21]=[CH:20][CH:19]=1)[CH3:25]. (7) Reactant: [CH3:1][N:2]1[CH:6]=[CH:5][C:4]([NH2:7])=[N:3]1.Br[C:9]1[C:10](=[O:17])[N:11]([CH3:16])[CH:12]=[C:13]([Br:15])[CH:14]=1.C(=O)([O-])[O-].[Cs+].[Cs+].CC1(C)C2C(=C(P(C3C=CC=CC=3)C3C=CC=CC=3)C=CC=2)OC2C(P(C3C=CC=CC=3)C3C=CC=CC=3)=CC=CC1=2. Product: [Br:15][C:13]1[CH:14]=[C:9]([NH:7][C:4]2[CH:5]=[CH:6][N:2]([CH3:1])[N:3]=2)[C:10](=[O:17])[N:11]([CH3:16])[CH:12]=1. The catalyst class is: 102. (8) Reactant: [F:1][C:2]1[CH:7]=[C:6]([F:8])[CH:5]=[CH:4][C:3]=1[C:9]1[NH:13][C:12]([C:14]([CH3:18])([CH3:17])[CH2:15][OH:16])=[N:11][C:10]=1[C:19]1[N:24]=[C:23]2[O:25][C:26]([NH:28][C@@H:29]([CH3:34])[CH2:30][CH2:31][O:32][CH3:33])=[N:27][C:22]2=[CH:21][CH:20]=1.[ClH:35].O1CCOCC1. Product: [ClH:35].[F:1][C:2]1[CH:7]=[C:6]([F:8])[CH:5]=[CH:4][C:3]=1[C:9]1[NH:13][C:12]([C:14]([CH3:18])([CH3:17])[CH2:15][OH:16])=[N:11][C:10]=1[C:19]1[N:24]=[C:23]2[O:25][C:26]([NH:28][C@@H:29]([CH3:34])[CH2:30][CH2:31][O:32][CH3:33])=[N:27][C:22]2=[CH:21][CH:20]=1. The catalyst class is: 282.